This data is from Peptide-MHC class II binding affinity with 134,281 pairs from IEDB. The task is: Regression. Given a peptide amino acid sequence and an MHC pseudo amino acid sequence, predict their binding affinity value. This is MHC class II binding data. (1) The peptide sequence is VADAYITLVTLPKSS. The MHC is HLA-DQA10401-DQB10402 with pseudo-sequence HLA-DQA10401-DQB10402. The binding affinity (normalized) is 0.356. (2) The peptide sequence is SVKEDLVAYGGSWKL. The MHC is DRB1_1101 with pseudo-sequence DRB1_1101. The binding affinity (normalized) is 0.351. (3) The peptide sequence is KALWIIFSQNMNIKL. The MHC is HLA-DPA10201-DPB10501 with pseudo-sequence HLA-DPA10201-DPB10501. The binding affinity (normalized) is 0.282.